This data is from Reaction yield outcomes from USPTO patents with 853,638 reactions. The task is: Predict the reaction yield, written as a fraction of the theoretical maximum amount of product (1.0 means a 100% yield; for example, 0.34 means a 34% yield). (1) The reactants are [CH:1]1(/[C:6](/[N:10]2[CH:14]=[C:13]([C:15]3[C:16]4[CH:23]=[CH:22][N:21](COCC[Si](C)(C)C)[C:17]=4[N:18]=[CH:19][N:20]=3)[CH:12]=[N:11]2)=[CH:7]/[C:8]#[N:9])[CH2:5][CH2:4][CH2:3][CH2:2]1. The catalyst is C(Cl)Cl.C(O)(C(F)(F)F)=O. The product is [CH:1]1(/[C:6](/[N:10]2[CH:14]=[C:13]([C:15]3[C:16]4[CH:23]=[CH:22][NH:21][C:17]=4[N:18]=[CH:19][N:20]=3)[CH:12]=[N:11]2)=[CH:7]/[C:8]#[N:9])[CH2:5][CH2:4][CH2:3][CH2:2]1. The yield is 0.760. (2) The reactants are [F:1][C:2]1[C:11]2[C:6](=[CH:7][CH:8]=[CH:9][CH:10]=2)[C:5](B(O)O)=[CH:4][CH:3]=1.[CH3:15][C:16]1[NH:17][C:18]([CH3:28])=[CH:19][C:20]=1[C:21]1[CH:26]=[CH:25][CH:24]=[C:23](Br)[N:22]=1.C(=O)([O-])[O-].[Na+].[Na+].C(O)C. The catalyst is O. The product is [CH3:15][C:16]1[NH:17][C:18]([CH3:28])=[CH:19][C:20]=1[C:21]1[CH:26]=[CH:25][CH:24]=[C:23]([C:5]2[C:6]3[C:11](=[CH:10][CH:9]=[CH:8][CH:7]=3)[C:2]([F:1])=[CH:3][CH:4]=2)[N:22]=1. The yield is 0.850. (3) The reactants are [Cl:1][C:2]1[C:19]([F:20])=[CH:18][CH:17]=[C:16]([F:21])[C:3]=1[CH2:4][N:5]1[CH2:10][CH2:9][NH:8][C:7]2[N:11]=[CH:12][C:13](I)=[CH:14][C:6]1=2.[CH3:22][N:23]1[CH2:28][CH2:27][N:26]([C:29]2[N:34]=[CH:33][C:32](B3OC(C)(C)C(C)(C)O3)=[CH:31][N:30]=2)[CH2:25][CH2:24]1. No catalyst specified. The product is [Cl:1][C:2]1[C:19]([F:20])=[CH:18][CH:17]=[C:16]([F:21])[C:3]=1[CH2:4][N:5]1[CH2:10][CH2:9][NH:8][C:7]2[N:11]=[CH:12][C:13]([C:32]3[CH:31]=[N:30][C:29]([N:26]4[CH2:27][CH2:28][N:23]([CH3:22])[CH2:24][CH2:25]4)=[N:34][CH:33]=3)=[CH:14][C:6]1=2. The yield is 0.270. (4) The reactants are C(OC(=O)[N:7]([CH2:26][C:27]1[CH:32]=[CH:31][CH:30]=[CH:29][CH:28]=1)[CH2:8][CH2:9][C:10]1[CH:15]=[CH:14][C:13]([O:16][C:17]2[CH:22]=[CH:21][C:20]([C:23]#[N:24])=[C:19]([Cl:25])[CH:18]=2)=[CH:12][CH:11]=1)(C)(C)C.OO.C([O-])([O-])=[O:37].[K+].[K+].FC(F)(F)C(O)=O. The catalyst is CS(C)=O.C(Cl)Cl. The product is [CH2:26]([NH:7][CH2:8][CH2:9][C:10]1[CH:15]=[CH:14][C:13]([O:16][C:17]2[CH:22]=[CH:21][C:20]([C:23]([NH2:24])=[O:37])=[C:19]([Cl:25])[CH:18]=2)=[CH:12][CH:11]=1)[C:27]1[CH:28]=[CH:29][CH:30]=[CH:31][CH:32]=1. The yield is 0.760.